From a dataset of Full USPTO retrosynthesis dataset with 1.9M reactions from patents (1976-2016). Predict the reactants needed to synthesize the given product. (1) Given the product [CH3:14][C:13]1[C:16]([CH2:22][C:23]2[CH:28]=[CH:27][C:26]([C:29]3[CH:34]=[CH:33][CH:32]=[CH:31][CH:30]=3)=[CH:25][CH:24]=2)=[C:17]([OH:18])[N:1]([C:3]2[NH:7][C:6]3[CH:8]=[CH:9][C:10]([CH3:12])=[CH:11][C:5]=3[N:4]=2)[N:2]=1, predict the reactants needed to synthesize it. The reactants are: [NH:1]([C:3]1[NH:7][C:6]2[CH:8]=[CH:9][C:10]([CH3:12])=[CH:11][C:5]=2[N:4]=1)[NH2:2].[C:13]([CH:16]([CH2:22][C:23]1[CH:28]=[CH:27][C:26]([C:29]2[CH:34]=[CH:33][CH:32]=[CH:31][CH:30]=2)=[CH:25][CH:24]=1)[C:17](OCC)=[O:18])(=O)[CH3:14]. (2) Given the product [Cl:12][C:20]1[N:21]=[C:16]([CH3:15])[CH:17]=[C:18]([N:25]2[CH2:30][CH2:29][N:28]([C:31]3[CH:36]=[CH:35][CH:34]=[CH:33][CH:32]=3)[CH2:27][CH2:26]2)[C:19]=1[C:23]#[N:24], predict the reactants needed to synthesize it. The reactants are: CN(C)C1C=CC=CC=1.P(Cl)(Cl)([Cl:12])=O.[CH3:15][C:16]1[NH:21][C:20](=O)[C:19]([C:23]#[N:24])=[C:18]([N:25]2[CH2:30][CH2:29][N:28]([C:31]3[CH:36]=[CH:35][CH:34]=[CH:33][CH:32]=3)[CH2:27][CH2:26]2)[CH:17]=1. (3) Given the product [Cl:1][C:2]1[CH:10]=[C:9]([F:11])[C:8]([S:12]([NH:17][CH3:16])(=[O:14])=[O:13])=[CH:7][C:3]=1[C:4]([OH:6])=[O:5], predict the reactants needed to synthesize it. The reactants are: [Cl:1][C:2]1[CH:10]=[C:9]([F:11])[C:8]([S:12](Cl)(=[O:14])=[O:13])=[CH:7][C:3]=1[C:4]([OH:6])=[O:5].[CH3:16][NH2:17]. (4) Given the product [C@H:26]([NH:25][C:18](=[O:20])[C:17]([C:13]1[CH:12]=[C:11]([C:9]([NH:8][C:5]2[CH:6]=[CH:7][C:2]([F:1])=[C:3]([CH3:24])[CH:4]=2)=[O:10])[N:15]([CH3:16])[CH:14]=1)=[O:23])([CH2:28][CH3:29])[CH3:27], predict the reactants needed to synthesize it. The reactants are: [F:1][C:2]1[CH:7]=[CH:6][C:5]([NH:8][C:9]([C:11]2[N:15]([CH3:16])[CH:14]=[C:13]([C:17](=[O:23])[C:18]([O:20]CC)=O)[CH:12]=2)=[O:10])=[CH:4][C:3]=1[CH3:24].[NH2:25][C@@H:26]([CH2:28][CH3:29])[CH3:27]. (5) Given the product [Br:1][C:2]1[CH:7]=[C:6]([F:8])[C:5]([CH2:9][C:10]([Cl:16])=[O:11])=[C:4]([F:13])[CH:3]=1, predict the reactants needed to synthesize it. The reactants are: [Br:1][C:2]1[CH:7]=[C:6]([F:8])[C:5]([CH2:9][C:10](O)=[O:11])=[C:4]([F:13])[CH:3]=1.S(Cl)([Cl:16])=O.CN(C=O)C. (6) Given the product [NH2:32][C:29]1[CH:28]=[CH:27][C:26]([C:13]2[C:14]([C:15]3[CH:20]=[CH:19][N:18]=[C:17]([NH:21][CH2:22][CH2:23][CH2:24][CH3:25])[N:16]=3)=[C:10]3[CH:9]=[CH:8][CH:7]=[C:6]([NH:5][CH2:1][CH2:2][CH2:3][CH3:4])[N:11]3[N:12]=2)=[CH:31][CH:30]=1, predict the reactants needed to synthesize it. The reactants are: [CH2:1]([NH:5][C:6]1[N:11]2[N:12]=[C:13]([C:26]3[CH:31]=[CH:30][C:29]([N:32]=C(C4C=CC=CC=4)C4C=CC=CC=4)=[CH:28][CH:27]=3)[C:14]([C:15]3[CH:20]=[CH:19][N:18]=[C:17]([NH:21][CH2:22][CH2:23][CH2:24][CH3:25])[N:16]=3)=[C:10]2[CH:9]=[CH:8][CH:7]=1)[CH2:2][CH2:3][CH3:4].Cl.CCOCC.C(=O)(O)[O-].[Na+].